Predict the reactants needed to synthesize the given product. From a dataset of Retrosynthesis with 50K atom-mapped reactions and 10 reaction types from USPTO. (1) Given the product CN(C[C@H]1O[C@@H](n2cnc3c(N)ncnc32)[C@@H]2OC(C)(C)O[C@H]12)C1CC(CCC(=O)Nc2cc(C3COC3)ccc2N)C1, predict the reactants needed to synthesize it. The reactants are: CN(C[C@H]1O[C@@H](n2cnc3c(N)ncnc32)[C@@H]2OC(C)(C)O[C@H]12)C1CC(CCC(=O)O)C1.Nc1ccc(C2COC2)cc1N. (2) Given the product CCOC(=O)c1cnc(Nc2ccc(C)nc2)c(C)c1, predict the reactants needed to synthesize it. The reactants are: CCOC(=O)c1cnc(Cl)c(C)c1.Cc1ccc(N)cn1. (3) Given the product Cn1cc(Br)nc(Nc2cnn(C3CC3)c2)c1=O, predict the reactants needed to synthesize it. The reactants are: Cn1cc(Br)nc(Br)c1=O.Nc1cnn(C2CC2)c1. (4) The reactants are: Brc1ccc2nc(-c3ccc(-n4c5ccccc5c5ccccc54)cc3)cc(-c3ccccc3)c2c1.c1ccc2c(c1)[nH]c1ccccc12. Given the product c1ccc(-c2cc(-c3ccc(-n4c5ccccc5c5ccccc54)cc3)nc3ccc(-n4c5ccccc5c5ccccc54)cc23)cc1, predict the reactants needed to synthesize it.